Dataset: Peptide-MHC class I binding affinity with 185,985 pairs from IEDB/IMGT. Task: Regression. Given a peptide amino acid sequence and an MHC pseudo amino acid sequence, predict their binding affinity value. This is MHC class I binding data. (1) The peptide sequence is NPQAQGSV. The MHC is HLA-B35:01 with pseudo-sequence HLA-B35:01. The binding affinity (normalized) is 0. (2) The peptide sequence is TMHQDVATF. The MHC is HLA-A24:03 with pseudo-sequence HLA-A24:03. The binding affinity (normalized) is 0.474. (3) The peptide sequence is NGNFNFERV. The MHC is HLA-A25:01 with pseudo-sequence HLA-A25:01. The binding affinity (normalized) is 0.0847. (4) The peptide sequence is YQYPRDTHY. The MHC is HLA-A26:01 with pseudo-sequence HLA-A26:01. The binding affinity (normalized) is 0.0847. (5) The peptide sequence is MSTQCIFM. The MHC is Mamu-A01 with pseudo-sequence Mamu-A01. The binding affinity (normalized) is 0.453. (6) The peptide sequence is CPKPHRLTN. The MHC is HLA-B07:02 with pseudo-sequence HLA-B07:02. The binding affinity (normalized) is 0.146.